From a dataset of Catalyst prediction with 721,799 reactions and 888 catalyst types from USPTO. Predict which catalyst facilitates the given reaction. Reactant: [CH3:1][O-:2].[Na+].[CH3:4][C:5]1[N:10]=[C:9](Cl)[C:8]([Cl:12])=[C:7]([Cl:13])[N:6]=1. Product: [Cl:13][C:7]1[C:8]([Cl:12])=[C:9]([O:2][CH3:1])[N:10]=[C:5]([CH3:4])[N:6]=1. The catalyst class is: 1.